This data is from Full USPTO retrosynthesis dataset with 1.9M reactions from patents (1976-2016). The task is: Predict the reactants needed to synthesize the given product. (1) Given the product [F:15][C:14]([F:17])([F:16])[CH:11]1[CH2:12][CH2:13][N:8]([C:6]2[N:5]=[CH:4][N:3]=[C:2]([C:18]#[N:19])[CH:7]=2)[CH2:9][CH2:10]1, predict the reactants needed to synthesize it. The reactants are: Cl[C:2]1[CH:7]=[C:6]([N:8]2[CH2:13][CH2:12][CH:11]([C:14]([F:17])([F:16])[F:15])[CH2:10][CH2:9]2)[N:5]=[CH:4][N:3]=1.[C-:18]#[N:19].O.CC(=O)OCC. (2) The reactants are: Cl[C:2]1[C:3](=[O:24])[C:4](=[O:23])[C:5]=1[NH:6][C:7]1[CH:12]=[CH:11][CH:10]=[C:9]([C:13]([N:15]2[CH2:20][CH2:19][N:18]([CH3:21])[CH2:17][CH2:16]2)=[O:14])[C:8]=1[OH:22].[Br:25][C:26]1[CH:32]=[CH:31][CH:30]=[CH:29][C:27]=1[NH2:28]. Given the product [OH:22][C:8]1[C:9]([C:13]([N:15]2[CH2:20][CH2:19][N:18]([CH3:21])[CH2:17][CH2:16]2)=[O:14])=[CH:10][CH:11]=[CH:12][C:7]=1[NH:6][C:5]1[C:4](=[O:23])[C:3](=[O:24])[C:2]=1[NH:28][C:27]1[CH:29]=[CH:30][CH:31]=[CH:32][C:26]=1[Br:25], predict the reactants needed to synthesize it. (3) Given the product [F:13][C:9]1[C:8]([F:14])=[C:7]2[C:12]([C:3]([CH2:2][N:19]3[C:20]4[CH:26]=[CH:25][CH:24]=[CH:23][C:21]=4[N:22]=[C:18]3[S:17][CH3:16])=[CH:4][C:5](=[O:15])[NH:6]2)=[CH:11][CH:10]=1, predict the reactants needed to synthesize it. The reactants are: Br[CH2:2][C:3]1[C:12]2[C:7](=[C:8]([F:14])[C:9]([F:13])=[CH:10][CH:11]=2)[NH:6][C:5](=[O:15])[CH:4]=1.[CH3:16][S:17][C:18]1[NH:22][C:21]2[CH:23]=[CH:24][CH:25]=[CH:26][C:20]=2[N:19]=1. (4) Given the product [Cl:16][C:15]1[C:14]([CH3:17])=[CH:13][S:12][C:11]=1/[C:2](/[NH:23][C@H:22]([CH3:24])[C:21]([NH:20][CH3:19])=[O:25])=[C:3](\[C:9]#[N:10])/[C:4]([O:6][CH2:7][CH3:8])=[O:5], predict the reactants needed to synthesize it. The reactants are: Cl[C:2]([C:11]1[S:12][CH:13]=[C:14]([CH3:17])[C:15]=1[Cl:16])=[C:3]([C:9]#[N:10])[C:4]([O:6][CH2:7][CH3:8])=[O:5].Cl.[CH3:19][NH:20][C:21](=[O:25])[C@H:22]([CH3:24])[NH2:23].C(N(CC)CC)C. (5) Given the product [CH3:1][C@:2]12[C@@:19]3([CH3:20])[C@@H:10]([C@:11]4([CH3:32])[C@@H:16]([CH2:17][CH2:18]3)[C:15]([CH3:22])([CH3:21])[C:14]([C:23]3[CH:31]=[CH:30][C:26]([C:27]([OH:29])=[O:28])=[CH:25][CH:24]=3)=[CH:13][CH2:12]4)[CH2:9][CH2:8][C@@H:7]1[C@H:6]1[C@H:33]([C:36]([CH3:38])=[CH2:37])[CH2:34][CH2:35][C@:5]1([NH:39][CH2:40][CH2:41][NH:42][C:43]1[N:44]=[C:55]([S:57][CH3:58])[CH:54]=[CH:53][N:52]=1)[CH2:4][CH2:3]2, predict the reactants needed to synthesize it. The reactants are: [CH3:1][C@:2]12[C@@:19]3([CH3:20])[C@@H:10]([C@:11]4([CH3:32])[C@@H:16]([CH2:17][CH2:18]3)[C:15]([CH3:22])([CH3:21])[C:14]([C:23]3[CH:31]=[CH:30][C:26]([C:27]([OH:29])=[O:28])=[CH:25][CH:24]=3)=[CH:13][CH2:12]4)[CH2:9][CH2:8][C@@H:7]1[C@H:6]1[C@H:33]([C:36]([CH3:38])=[CH2:37])[CH2:34][CH2:35][C@:5]1([NH:39][CH2:40][CH2:41][NH:42][C:43]1[N:44]=NC(C)=CC=1)[CH2:4][CH2:3]2.ClC1N=[C:55]([S:57][CH3:58])[CH:54]=[CH:53][N:52]=1.C(O)(C(F)(F)F)=O. (6) Given the product [Br:18][CH2:2][CH2:3][C@@H:4]1[CH2:9][CH2:8][CH2:7][CH2:6][N:5]1[C:10]([O:12][C:13]([CH3:16])([CH3:15])[CH3:14])=[O:11], predict the reactants needed to synthesize it. The reactants are: O[CH2:2][CH2:3][C@@H:4]1[CH2:9][CH2:8][CH2:7][CH2:6][N:5]1[C:10]([O:12][C:13]([CH3:16])([CH3:15])[CH3:14])=[O:11].C(Br)(Br)(Br)[Br:18].C1(P(C2C=CC=CC=2)C2C=CC=CC=2)C=CC=CC=1.